The task is: Predict the reaction yield, written as a fraction of the theoretical maximum amount of product (1.0 means a 100% yield; for example, 0.34 means a 34% yield).. This data is from Reaction yield outcomes from USPTO patents with 853,638 reactions. (1) The catalyst is CN(C=O)C.CO.C1C=CC(P(C2C=CC=CC=2)[C-]2C=CC=C2)=CC=1.C1C=CC(P(C2C=CC=CC=2)[C-]2C=CC=C2)=CC=1.Cl[Pd]Cl.[Fe+2].C(Cl)Cl.O.COCCOC. The reactants are Br[C:2]1[CH:3]=[C:4]([C:22]([NH2:24])=[O:23])[C:5]2[NH:6][C:7]3[CH:8]=[C:9]([N:15]4[CH2:20][CH2:19][O:18][CH2:17][C:16]4=[O:21])[CH:10]=[CH:11][C:12]=3[C:13]=2[N:14]=1.CC1(C)C(C)(C)OB([C:33]2[S:37][C:36]([CH2:38][N:39]3[CH2:44][CH2:43][O:42][CH2:41][CH2:40]3)=[CH:35][CH:34]=2)O1.C([O-])([O-])=O.[Na+].[Na+].C(O)(C(F)(F)F)=O.N. The yield is 0.600. The product is [O:42]1[CH2:43][CH2:44][N:39]([CH2:38][C:36]2[S:37][C:33]([C:2]3[CH:3]=[C:4]([C:22]([NH2:24])=[O:23])[C:5]4[NH:6][C:7]5[CH:8]=[C:9]([N:15]6[CH2:20][CH2:19][O:18][CH2:17][C:16]6=[O:21])[CH:10]=[CH:11][C:12]=5[C:13]=4[N:14]=3)=[CH:34][CH:35]=2)[CH2:40][CH2:41]1. (2) The reactants are [Cl:1][C:2]1[CH:7]=[CH:6][C:5]([S:8]([N:11]([C@H:24]([CH2:28][CH2:29][C:30]([F:33])([F:32])[F:31])[C:25]([NH2:27])=[O:26])[CH2:12][C:13]2[CH:18]=[CH:17][C:16]([C:19](=[N:21][OH:22])[NH2:20])=[CH:15][C:14]=2[F:23])(=[O:10])=[O:9])=[CH:4][CH:3]=1.[C:34](#N)C.C(OCC)(OCC)OCC.FC(F)(F)C(O)=O. The catalyst is O.CO. The product is [Cl:1][C:2]1[CH:7]=[CH:6][C:5]([S:8]([N:11]([CH2:12][C:13]2[CH:18]=[CH:17][C:16]([C:19]3[N:20]=[CH:34][O:22][N:21]=3)=[CH:15][C:14]=2[F:23])[C@H:24]([CH2:28][CH2:29][C:30]([F:32])([F:33])[F:31])[C:25]([NH2:27])=[O:26])(=[O:10])=[O:9])=[CH:4][CH:3]=1. The yield is 0.900.